Dataset: NCI-60 drug combinations with 297,098 pairs across 59 cell lines. Task: Regression. Given two drug SMILES strings and cell line genomic features, predict the synergy score measuring deviation from expected non-interaction effect. (1) Drug 1: CC1=C2C(C(=O)C3(C(CC4C(C3C(C(C2(C)C)(CC1OC(=O)C(C(C5=CC=CC=C5)NC(=O)OC(C)(C)C)O)O)OC(=O)C6=CC=CC=C6)(CO4)OC(=O)C)OC)C)OC. Drug 2: CC1CCC2CC(C(=CC=CC=CC(CC(C(=O)C(C(C(=CC(C(=O)CC(OC(=O)C3CCCCN3C(=O)C(=O)C1(O2)O)C(C)CC4CCC(C(C4)OC)OCCO)C)C)O)OC)C)C)C)OC. Cell line: IGROV1. Synergy scores: CSS=44.0, Synergy_ZIP=1.32, Synergy_Bliss=0.504, Synergy_Loewe=8.57, Synergy_HSA=10.3. (2) Drug 1: CC(C)(C#N)C1=CC(=CC(=C1)CN2C=NC=N2)C(C)(C)C#N. Drug 2: C1=NC(=NC(=O)N1C2C(C(C(O2)CO)O)O)N. Cell line: SF-539. Synergy scores: CSS=2.52, Synergy_ZIP=-7.01, Synergy_Bliss=-15.6, Synergy_Loewe=-12.4, Synergy_HSA=-15.9. (3) Drug 1: C1CCC(C1)C(CC#N)N2C=C(C=N2)C3=C4C=CNC4=NC=N3. Drug 2: CS(=O)(=O)C1=CC(=C(C=C1)C(=O)NC2=CC(=C(C=C2)Cl)C3=CC=CC=N3)Cl. Cell line: LOX IMVI. Synergy scores: CSS=13.8, Synergy_ZIP=-4.82, Synergy_Bliss=-0.585, Synergy_Loewe=1.36, Synergy_HSA=1.40. (4) Drug 1: CC1OCC2C(O1)C(C(C(O2)OC3C4COC(=O)C4C(C5=CC6=C(C=C35)OCO6)C7=CC(=C(C(=C7)OC)O)OC)O)O. Drug 2: C(CC(=O)O)C(=O)CN.Cl. Cell line: M14. Synergy scores: CSS=11.7, Synergy_ZIP=-6.07, Synergy_Bliss=-6.42, Synergy_Loewe=-18.3, Synergy_HSA=-6.34. (5) Drug 1: CN(C)C1=NC(=NC(=N1)N(C)C)N(C)C. Drug 2: C1CN1P(=S)(N2CC2)N3CC3. Cell line: A549. Synergy scores: CSS=34.4, Synergy_ZIP=-5.38, Synergy_Bliss=1.48, Synergy_Loewe=-40.7, Synergy_HSA=-1.79. (6) Drug 1: CS(=O)(=O)CCNCC1=CC=C(O1)C2=CC3=C(C=C2)N=CN=C3NC4=CC(=C(C=C4)OCC5=CC(=CC=C5)F)Cl. Drug 2: CN(C(=O)NC(C=O)C(C(C(CO)O)O)O)N=O. Cell line: HOP-92. Synergy scores: CSS=9.02, Synergy_ZIP=-3.17, Synergy_Bliss=-1.44, Synergy_Loewe=3.02, Synergy_HSA=2.80. (7) Drug 1: CN1C(=O)N2C=NC(=C2N=N1)C(=O)N. Drug 2: CC(C)CN1C=NC2=C1C3=CC=CC=C3N=C2N. Cell line: SK-MEL-5. Synergy scores: CSS=2.89, Synergy_ZIP=5.60, Synergy_Bliss=2.44, Synergy_Loewe=3.74, Synergy_HSA=1.11. (8) Drug 1: COC1=C2C(=CC3=C1OC=C3)C=CC(=O)O2. Drug 2: CC1CCCC2(C(O2)CC(NC(=O)CC(C(C(=O)C(C1O)C)(C)C)O)C(=CC3=CSC(=N3)C)C)C. Cell line: NCI-H460. Synergy scores: CSS=59.0, Synergy_ZIP=1.24, Synergy_Bliss=0.283, Synergy_Loewe=-33.3, Synergy_HSA=-0.0900.